Dataset: Catalyst prediction with 721,799 reactions and 888 catalyst types from USPTO. Task: Predict which catalyst facilitates the given reaction. Reactant: [F:1][C:2]([F:26])([F:25])[C:3]1[C:8]2[CH2:9][O:10][C@@H:11]3[C@H:15]([C:7]=2[CH:6]=[C:5]([CH:23]=[CH2:24])[CH:4]=1)[CH2:14][N:13]([C:16]([O:18][C:19]([CH3:22])([CH3:21])[CH3:20])=[O:17])[CH2:12]3. Product: [CH2:23]([C:5]1[CH:4]=[C:3]([C:2]([F:25])([F:26])[F:1])[C:8]2[CH2:9][O:10][C@@H:11]3[C@H:15]([C:7]=2[CH:6]=1)[CH2:14][N:13]([C:16]([O:18][C:19]([CH3:20])([CH3:22])[CH3:21])=[O:17])[CH2:12]3)[CH3:24]. The catalyst class is: 19.